From a dataset of Human liver microsome stability data. Regression/Classification. Given a drug SMILES string, predict its absorption, distribution, metabolism, or excretion properties. Task type varies by dataset: regression for continuous measurements (e.g., permeability, clearance, half-life) or binary classification for categorical outcomes (e.g., BBB penetration, CYP inhibition). Dataset: hlm. (1) The molecule is CNCc1ccc(-c2cccnc2)s1. The result is 0 (unstable in human liver microsomes). (2) The drug is COCCOc1cc2ncnc(N3CCN(C(=O)Nc4ccc(Oc5ccc(C)cc5)cc4)CC3)c2cc1OCCOC. The result is 1 (stable in human liver microsomes). (3) The molecule is CC(CCCNCCC12CC3CC(CC(C3)C1)C2)Nc1ccnc2cc(Cl)ccc12. The result is 0 (unstable in human liver microsomes). (4) The compound is O=C(O)CC1NCCc2c1[nH]c1ccc(OCc3ccc(C4CCCC4)c(C(F)(F)F)c3)cc21. The result is 0 (unstable in human liver microsomes). (5) The result is 0 (unstable in human liver microsomes). The compound is COC(=O)Nc1ccc2c(c1)N[C@@H](C(F)(F)F)CCCC[C@H](NC(=O)C=Cc1cc(Cl)ccc1-n1cnnn1)c1cc-2ccn1. (6) The compound is NC1CN(c2cc(-c3ccc(C(=O)O)cc3)ncn2)CC1c1cc(F)c(F)cc1F. The result is 0 (unstable in human liver microsomes). (7) The result is 0 (unstable in human liver microsomes). The molecule is O=C(NC1(C(F)(F)F)CC1)c1nn(-c2c[n+]([O-])ccn2)c2c1C[C@@H]1C[C@H]21.